Dataset: Forward reaction prediction with 1.9M reactions from USPTO patents (1976-2016). Task: Predict the product of the given reaction. (1) Given the reactants Cl[CH2:2][C:3]1[CH:4]=[C:5]([CH:20]=[CH:21][CH:22]=1)[O:6][CH2:7][C:8]1[N:9]=[C:10]([C:14]2[CH:19]=[CH:18][CH:17]=[CH:16][CH:15]=2)[O:11][C:12]=1[CH3:13].[CH2:23]([O:25][C:26]1[CH:31]=[CH:30][C:29]([OH:32])=[CH:28][C:27]=1[CH2:33][CH2:34][C:35]([O:37]CC)=[O:36])[CH3:24].C(=O)([O-])[O-].[K+].[K+].CN(C)C=O, predict the reaction product. The product is: [CH2:23]([O:25][C:26]1[CH:31]=[CH:30][C:29]([O:32][CH2:2][C:3]2[CH:22]=[CH:21][CH:20]=[C:5]([O:6][CH2:7][C:8]3[N:9]=[C:10]([C:14]4[CH:19]=[CH:18][CH:17]=[CH:16][CH:15]=4)[O:11][C:12]=3[CH3:13])[CH:4]=2)=[CH:28][C:27]=1[CH2:33][CH2:34][C:35]([OH:37])=[O:36])[CH3:24]. (2) Given the reactants [C:1]([O:5][C:6]([N:8]1[C@H:13]([C:14]([N:16]2[CH2:20][CH2:19][CH2:18][C@H:17]2[C:21]#[N:22])=[O:15])[C@H:12]2[CH2:23][C@@H:9]1[C@H:10]([O:24][CH2:25][C:26](O)=[O:27])[CH2:11]2)=[O:7])([CH3:4])([CH3:3])[CH3:2].[OH-].[NH4+].O[N:32]1C2N=CC=CC=2N=N1.Cl.CN(C)CCCN=C=NCC, predict the reaction product. The product is: [NH2:32][C:26](=[O:27])[CH2:25][O:24][C@H:10]1[C@H:9]2[CH2:23][C@H:12]([C@@H:13]([C:14]([N:16]3[CH2:20][CH2:19][CH2:18][C@H:17]3[C:21]#[N:22])=[O:15])[N:8]2[C:6]([O:5][C:1]([CH3:3])([CH3:4])[CH3:2])=[O:7])[CH2:11]1. (3) Given the reactants Cl.C(OCC)(=O)C.C([O:12][C:13]1[C:14]([CH2:19][N:20]2[CH2:25][CH2:24][CH:23]([C:26](=[O:38])[CH2:27][C:28]3[CH:33]=[CH:32][CH:31]=[CH:30][C:29]=3[C:34]([F:37])([F:36])[F:35])[CH2:22][CH2:21]2)=[N:15][CH:16]=[CH:17][N:18]=1)(C)(C)C.[OH-].[Na+], predict the reaction product. The product is: [F:37][C:34]([F:35])([F:36])[C:29]1[CH:30]=[CH:31][CH:32]=[CH:33][C:28]=1[CH2:27][C:26]([CH:23]1[CH2:22][CH2:21][N:20]([CH2:19][C:14]2[C:13](=[O:12])[NH:18][CH:17]=[CH:16][N:15]=2)[CH2:25][CH2:24]1)=[O:38]. (4) Given the reactants [CH2:1]([O:8][C:9](=[O:24])[NH:10][CH:11]1[CH2:16][CH:15]([CH2:17][CH3:18])[NH:14][C:13]2[N:19]([CH3:23])[N:20]=[C:21]([CH3:22])[C:12]1=2)[C:2]1[CH:7]=[CH:6][CH:5]=[CH:4][CH:3]=1.C1COCC1.C(=O)([O-])[O-].[K+].[K+].Cl[C:37]([O:39][CH2:40][CH3:41])=[O:38], predict the reaction product. The product is: [CH2:40]([O:39][C:37]([N:14]1[CH:15]([CH2:17][CH3:18])[CH2:16][CH:11]([NH:10][C:9]([O:8][CH2:1][C:2]2[CH:3]=[CH:4][CH:5]=[CH:6][CH:7]=2)=[O:24])[C:12]2[C:21]([CH3:22])=[N:20][N:19]([CH3:23])[C:13]1=2)=[O:38])[CH3:41]. (5) Given the reactants ClC1C=CC=C(Cl)C=1C[O:5][C:6]1[CH:7]=[CH:8][C:9]([CH3:38])=[C:10]([C:12]([N:14]2[CH2:19][CH2:18][CH:17]([N:20]3[C:24](=[O:25])[C:23]([CH3:27])([CH3:26])[C:22]([C:28]4[CH:33]=[CH:32][C:31]([O:34][CH3:35])=[C:30]([O:36][CH3:37])[CH:29]=4)=[N:21]3)[CH2:16][CH2:15]2)=[O:13])[CH:11]=1.[C:44](OC(O[C:44]([CH3:47])([CH3:46])[CH3:45])N(C)C)([CH3:47])([CH3:46])[CH3:45], predict the reaction product. The product is: [C:44]([O:5][C:6]1[CH:7]=[CH:8][C:9]([CH3:38])=[C:10]([C:12]([N:14]2[CH2:15][CH2:16][CH:17]([N:20]3[C:24](=[O:25])[C:23]([CH3:26])([CH3:27])[C:22]([C:28]4[CH:33]=[CH:32][C:31]([O:34][CH3:35])=[C:30]([O:36][CH3:37])[CH:29]=4)=[N:21]3)[CH2:18][CH2:19]2)=[O:13])[CH:11]=1)([CH3:47])([CH3:46])[CH3:45]. (6) The product is: [NH2:3][S:4]([C:7]1[CH:12]=[CH:11][C:10]([NH:13][C:14](=[O:17])[CH2:15][O:34][C:29]2[CH:30]=[C:31]([Cl:33])[CH:32]=[C:27]([O:26][C:22]3[CH:23]=[N:24][CH:25]=[C:20]([Br:19])[CH:21]=3)[CH:28]=2)=[C:9]([Cl:18])[CH:8]=1)(=[O:6])=[O:5]. Given the reactants [H-].[Na+].[NH2:3][S:4]([C:7]1[CH:12]=[CH:11][C:10]([NH:13][C:14](=[O:17])[CH2:15]Br)=[C:9]([Cl:18])[CH:8]=1)(=[O:6])=[O:5].[Br:19][C:20]1[CH:21]=[C:22]([O:26][C:27]2[CH:28]=[C:29]([OH:34])[CH:30]=[C:31]([Cl:33])[CH:32]=2)[CH:23]=[N:24][CH:25]=1, predict the reaction product.